From a dataset of Forward reaction prediction with 1.9M reactions from USPTO patents (1976-2016). Predict the product of the given reaction. Given the reactants [NH:1]1[C:9]2[C:4](=[C:5]([C:10]3[N:14]=[C:13]([C:15]4[CH:16]=[CH:17][C:18]5[O:22][C:21]([CH3:23])=[CH:20][C:19]=5[CH:24]=4)[O:12][N:11]=3)[CH:6]=[CH:7][CH:8]=2)[CH:3]=[CH:2]1.C(OC1C=C(C2ON=C(C3C=CC=C4C=3C=CN4)N=2)C=CC=1OCC)C, predict the reaction product. The product is: [NH:1]1[C:9]2[C:4](=[C:5]([C:10]3[N:14]=[C:13]([C:15]4[CH:16]=[CH:17][C:18]5[O:22][C:21]([CH3:23])=[CH:20][C:19]=5[CH:24]=4)[O:12][N:11]=3)[CH:6]=[CH:7][CH:8]=2)[CH2:3][CH2:2]1.